From a dataset of Forward reaction prediction with 1.9M reactions from USPTO patents (1976-2016). Predict the product of the given reaction. Given the reactants Cl[C:2]1[CH:7]=[C:6]([O:8][CH2:9][C:10]#[C:11][CH3:12])[N:5]=[CH:4][N:3]=1.C(=O)([O-])[O-].[K+].[K+].[OH:19][C:20]1[CH:21]=[C:22]([C:26](=[O:28])[CH3:27])[CH:23]=[CH:24][CH:25]=1.[Cl-].[NH4+], predict the reaction product. The product is: [CH2:9]([O:8][C:6]1[CH:7]=[C:2]([O:19][C:20]2[CH:25]=[CH:24][CH:23]=[C:22]([C:26](=[O:28])[CH3:27])[CH:21]=2)[N:3]=[CH:4][N:5]=1)[C:10]#[C:11][CH3:12].